Dataset: Forward reaction prediction with 1.9M reactions from USPTO patents (1976-2016). Task: Predict the product of the given reaction. (1) Given the reactants [CH3:1][O:2][C:3]1[CH:8]=[CH:7][C:6]([C:9]2[CH:17]=[CH:16][CH:15]=[C:14]3[C:10]=2[CH2:11][C:12](=[O:18])[NH:13]3)=[CH:5][CH:4]=1.[CH3:19][C@H:20]1[NH:25][C@@H:24]([CH3:26])[CH2:23][N:22]([C:27]([C:29]2[C:30]([CH3:37])=[C:31]([CH:35]=O)[NH:32][C:33]=2[CH3:34])=[O:28])[CH2:21]1, predict the reaction product. The product is: [CH3:19][C@H:20]1[NH:25][C@@H:24]([CH3:26])[CH2:23][N:22]([C:27]([C:29]2[C:30]([CH3:37])=[C:31]([CH:35]=[C:11]3[C:10]4[C:14](=[CH:15][CH:16]=[CH:17][C:9]=4[C:6]4[CH:7]=[CH:8][C:3]([O:2][CH3:1])=[CH:4][CH:5]=4)[NH:13][C:12]3=[O:18])[NH:32][C:33]=2[CH3:34])=[O:28])[CH2:21]1. (2) Given the reactants [CH2:1]([O:3][C:4](=[O:11])[C:5]([OH:10])([CH3:9])[C:6]([OH:8])=O)[CH3:2].O1CCCC1.[F:17][C:18]([F:22])([F:21])[CH2:19][NH2:20].Cl.CN(C)CCCN=C=NCC.C(N(CC)C(C)C)(C)C, predict the reaction product. The product is: [CH2:1]([O:3][C:4](=[O:11])[C:5]([OH:10])([CH3:9])[C:6]([NH:20][CH2:19][C:18]([F:22])([F:21])[F:17])=[O:8])[CH3:2].